From a dataset of Catalyst prediction with 721,799 reactions and 888 catalyst types from USPTO. Predict which catalyst facilitates the given reaction. (1) Reactant: C(O[C:6]([NH:8][C:9]1[CH:17]=[CH:16][C:15]([C:18]([F:21])([F:20])[F:19])=[CH:14][C:10]=1[C:11]([OH:13])=[O:12])=[O:7])(C)(C)C.C([O-])([O-])=O.[K+].[K+].[CH2:28](Br)[CH:29]=[CH2:30].CCOC(C)=O.C[N:39](C=O)C. Product: [CH:29]([NH:39][C:6](=[O:7])[NH:8][C:9]1[CH:17]=[CH:16][C:15]([C:18]([F:19])([F:20])[F:21])=[CH:14][C:10]=1[C:11]([OH:13])=[O:12])([CH3:30])[CH3:28]. The catalyst class is: 6. (2) Reactant: C[O:2][C:3](=[O:38])[CH2:4][C@H:5]1[CH2:10][CH2:9][C@H:8]([C:11]2[CH:16]=[CH:15][C:14]([NH:17][C:18](=[O:37])[CH2:19][CH2:20][NH:21][C:22]([C:24]3[N:25]=[C:26]([C:30]4[CH:35]=[CH:34][CH:33]=[CH:32][C:31]=4[Cl:36])[O:27][C:28]=3[CH3:29])=[O:23])=[CH:13][CH:12]=2)[CH2:7][CH2:6]1.[OH-].[Na+]. Product: [Cl:36][C:31]1[CH:32]=[CH:33][CH:34]=[CH:35][C:30]=1[C:26]1[O:27][C:28]([CH3:29])=[C:24]([C:22]([NH:21][CH2:20][CH2:19][C:18]([NH:17][C:14]2[CH:13]=[CH:12][C:11]([C@H:8]3[CH2:9][CH2:10][C@H:5]([CH2:4][C:3]([OH:38])=[O:2])[CH2:6][CH2:7]3)=[CH:16][CH:15]=2)=[O:37])=[O:23])[N:25]=1. The catalyst class is: 20. (3) Reactant: [NH:1]1[C:10]2[C:5](=[CH:6][CH:7]=[CH:8][CH:9]=2)[CH2:4][CH:3]([OH:11])[CH2:2]1.N1C=CN=C1.[Si:17](Cl)([C:20]([CH3:23])([CH3:22])[CH3:21])([CH3:19])[CH3:18]. Product: [Si:17]([O:11][CH:3]1[CH2:4][C:5]2[C:10](=[CH:9][CH:8]=[CH:7][CH:6]=2)[NH:1][CH2:2]1)([C:20]([CH3:23])([CH3:22])[CH3:21])([CH3:19])[CH3:18]. The catalyst class is: 1. (4) Reactant: [CH3:1][C:2]1([CH3:16])[C:6]([CH3:8])([CH3:7])[O:5][B:4]([C:9]2[CH:14]=[CH:13][C:12]([NH2:15])=[CH:11][CH:10]=2)[O:3]1.[Cl:17][C:18]1[CH:23]=[CH:22][C:21]([Cl:24])=[CH:20][C:19]=1[S:25](Cl)(=[O:27])=[O:26]. Product: [Cl:17][C:18]1[CH:23]=[CH:22][C:21]([Cl:24])=[CH:20][C:19]=1[S:25]([NH:15][C:12]1[CH:13]=[CH:14][C:9]([B:4]2[O:3][C:2]([CH3:16])([CH3:1])[C:6]([CH3:7])([CH3:8])[O:5]2)=[CH:10][CH:11]=1)(=[O:27])=[O:26]. The catalyst class is: 202.